The task is: Predict which catalyst facilitates the given reaction.. This data is from Catalyst prediction with 721,799 reactions and 888 catalyst types from USPTO. (1) Reactant: C(OC(=O)[NH:7][C@H:8]([CH2:16][O:17][CH3:18])[C:9]([N:11]1[CH2:14][CH:13]([F:15])[CH2:12]1)=[O:10])(C)(C)C.[F:20][C:21]([F:26])([F:25])[C:22]([OH:24])=[O:23]. Product: [F:20][C:21]([F:26])([F:25])[C:22]([OH:24])=[O:23].[NH2:7][C@H:8]([CH2:16][O:17][CH3:18])[C:9]([N:11]1[CH2:14][CH:13]([F:15])[CH2:12]1)=[O:10]. The catalyst class is: 4. (2) Reactant: [Cl:1][C:2]1[CH:7]=[C:6]2[NH:8][C:9](=[O:28])[C@:10]3([C@@H:15]([C:16]4[CH:21]=[CH:20][CH:19]=[C:18]([Cl:22])[CH:17]=4)[CH2:14][CH2:13][C:12](=[O:23])[N:11]3[CH2:24][CH:25]3[CH2:27][CH2:26]3)[C:5]2=[CH:4][CH:3]=1.[H-].[Na+].Cl[CH2:32][O:33][CH2:34][CH2:35][Si:36]([CH3:39])([CH3:38])[CH3:37]. Product: [Cl:1][C:2]1[CH:7]=[C:6]2[N:8]([CH2:32][O:33][CH2:34][CH2:35][Si:36]([CH3:39])([CH3:38])[CH3:37])[C:9](=[O:28])[C@:10]3([C@@H:15]([C:16]4[CH:21]=[CH:20][CH:19]=[C:18]([Cl:22])[CH:17]=4)[CH2:14][CH2:13][C:12](=[O:23])[N:11]3[CH2:24][CH:25]3[CH2:27][CH2:26]3)[C:5]2=[CH:4][CH:3]=1. The catalyst class is: 3. (3) Reactant: Br[C:2]1[CH:7]=[C:6]([C:8]([N:10]2[CH2:15][C@@H:14]([C:16]3[N:20]=[C:19]([C:21]4[NH:22][CH:23]=[C:24]([Cl:26])[CH:25]=4)[O:18][N:17]=3)[CH2:13][CH2:12][C@H:11]2[CH3:27])=[O:9])[CH:5]=[CH:4][N:3]=1.C(=O)([O-])[O-].[Cs+].[Cs+].[N:34]1[CH:39]=[CH:38][C:37](B2OC(C)(C)C(C)(C)O2)=[CH:36][CH:35]=1. Product: [N:3]1[CH:4]=[CH:5][C:6]([C:8]([N:10]2[CH2:15][C@@H:14]([C:16]3[N:20]=[C:19]([C:21]4[NH:22][CH:23]=[C:24]([Cl:26])[CH:25]=4)[O:18][N:17]=3)[CH2:13][CH2:12][C@H:11]2[CH3:27])=[O:9])=[CH:7][C:2]=1[C:37]1[CH:38]=[CH:39][N:34]=[CH:35][CH:36]=1. The catalyst class is: 710.